This data is from Forward reaction prediction with 1.9M reactions from USPTO patents (1976-2016). The task is: Predict the product of the given reaction. (1) Given the reactants O[Li].O.OO.[Cl:6][C:7]1[CH:12]=[CH:11][C:10]([CH:13]([CH:22]=[O:23])[CH2:14]N(C(C)C)C(=O)[O-])=[CH:9][CH:8]=1.[O-:24]S([O-])=O.[Na+].[Na+], predict the reaction product. The product is: [Cl:6][C:7]1[CH:8]=[CH:9][C:10]([CH:13]([CH3:14])[C:22]([OH:23])=[O:24])=[CH:11][CH:12]=1. (2) The product is: [CH:1]1[C:11]2[CH2:10][CH2:9][C:8]3[CH:12]=[CH:13][CH:14]=[CH:15][C:7]=3[C:6](=[CH:16][C:17]3[CH:18]=[C:19]([NH:23][S:26](=[O:28])(=[O:27])[N:25]([CH3:30])[CH3:24])[CH:20]=[CH:21][CH:22]=3)[C:5]=2[CH:4]=[CH:3][CH:2]=1. Given the reactants [CH:1]1[C:11]2[CH2:10][CH2:9][C:8]3[CH:12]=[CH:13][CH:14]=[CH:15][C:7]=3[C:6](=[CH:16][C:17]3[CH:18]=[C:19]([NH2:23])[CH:20]=[CH:21][CH:22]=3)[C:5]=2[CH:4]=[CH:3][CH:2]=1.[CH3:24][N:25]([CH3:30])[S:26](Cl)(=[O:28])=[O:27], predict the reaction product. (3) Given the reactants [S:1]1[CH:5]=[CH:4][C:3]2[CH:6]=[CH:7][CH:8]=[C:9]([C:10]([CH3:22])([CH3:21])[CH2:11][C:12]([C:17]([F:20])([F:19])[F:18])([OH:16])[CH2:13][C:14]#[CH:15])[C:2]1=2.ClC1C=C(C=CC=1)C(OO)=[O:28].[OH-:34].[Na+], predict the reaction product. The product is: [O:34]=[S:1]1(=[O:28])[CH:5]=[CH:4][C:3]2[CH:6]=[CH:7][CH:8]=[C:9]([C:10]([CH3:22])([CH3:21])[CH2:11][C:12]([C:17]([F:18])([F:19])[F:20])([OH:16])[CH2:13][C:14]#[CH:15])[C:2]1=2. (4) Given the reactants [CH2:1]([CH:3]([CH2:12][CH3:13])[C@@H:4]([C:8]([O:10][CH3:11])=[O:9])[NH:5]C=O)[CH3:2].C([Cl:17])(=O)C, predict the reaction product. The product is: [ClH:17].[CH2:12]([CH:3]([CH2:1][CH3:2])[C@@H:4]([C:8]([O:10][CH3:11])=[O:9])[NH2:5])[CH3:13]. (5) The product is: [CH3:1][O:2][C:3]1[C:8]([CH2:9][N:10]2[CH2:15][CH2:14][CH2:13][CH2:12][CH:11]2[CH2:16][CH:17]=[O:18])=[CH:7][CH:6]=[CH:5][N:4]=1. Given the reactants [CH3:1][O:2][C:3]1[C:8]([CH2:9][N:10]2[CH2:15][CH2:14][CH2:13][CH2:12][CH:11]2[CH2:16][CH2:17][OH:18])=[CH:7][CH:6]=[CH:5][N:4]=1.C(N(CC)CC)C.C(=O)(O)[O-].[Na+], predict the reaction product.